Task: Predict the reaction yield, written as a fraction of the theoretical maximum amount of product (1.0 means a 100% yield; for example, 0.34 means a 34% yield).. Dataset: Reaction yield outcomes from USPTO patents with 853,638 reactions (1) The reactants are [CH:1]1([NH:4][C:5]([C:7]2[CH:12]=[CH:11][C:10]([N:13]3[CH2:18][CH2:17][N:16](C(OC(C)(C)C)=O)[CH2:15][CH2:14]3)=[C:9]([CH3:26])[CH:8]=2)=[O:6])[CH2:3][CH2:2]1.[ClH:27]. The catalyst is O1CCOCC1. The product is [ClH:27].[ClH:27].[CH:1]1([NH:4][C:5](=[O:6])[C:7]2[CH:12]=[CH:11][C:10]([N:13]3[CH2:14][CH2:15][NH:16][CH2:17][CH2:18]3)=[C:9]([CH3:26])[CH:8]=2)[CH2:3][CH2:2]1. The yield is 1.00. (2) The yield is 0.660. The catalyst is CC(O)=O. The product is [Br:19][C:3]1[O:4][C:5]2[CH:10]=[CH:9][C:8]([CH:11]=[C:12]3[S:16][C:15](=[O:17])[NH:14][C:13]3=[O:18])=[CH:7][C:6]=2[C:2]=1[CH3:1]. The reactants are [CH3:1][C:2]1[C:6]2[CH:7]=[C:8]([CH:11]=[C:12]3[S:16][C:15](=[O:17])[NH:14][C:13]3=[O:18])[CH:9]=[CH:10][C:5]=2[O:4][CH:3]=1.[Br:19]Br. (3) The reactants are C[O:2][C:3]([CH2:5][S:6][S:7][CH2:8][CH2:9][CH2:10][CH2:11][CH2:12][CH2:13][CH2:14][CH3:15])=O.CC(C[AlH]CC(C)C)C.O. The catalyst is C(OCC)C. The product is [CH:3]([CH2:5][S:6][S:7][CH2:8][CH2:9][CH2:10][CH2:11][CH2:12][CH2:13][CH2:14][CH3:15])=[O:2]. The yield is 0.970. (4) The reactants are [Cl:1][C:2]1[CH:10]=[CH:9][C:8]([CH3:11])=[CH:7][C:3]=1[C:4]([OH:6])=[O:5].[C:12](Cl)(=O)C(Cl)=O.CO. The catalyst is ClCCl.CN(C)C=O. The product is [Cl:1][C:2]1[CH:10]=[CH:9][C:8]([CH3:11])=[CH:7][C:3]=1[C:4]([O:6][CH3:12])=[O:5]. The yield is 1.00. (5) The reactants are [Na].[CH3:2][O:3][C:4](=[O:17])[CH:5]=[CH:6][C:7]1[CH:12]=[CH:11][CH:10]=[C:9]([S:13](O)(=[O:15])=[O:14])[CH:8]=1.S(Cl)([Cl:20])=O. The catalyst is CN(C)C=O. The product is [CH3:2][O:3][C:4](=[O:17])[CH:5]=[CH:6][C:7]1[CH:12]=[CH:11][CH:10]=[C:9]([S:13]([Cl:20])(=[O:15])=[O:14])[CH:8]=1. The yield is 0.970. (6) The reactants are O1CC[O:3][CH:2]1[C:6]1[CH:7]=[CH:8][C:9]([C:12]2[S:20][C:19]3[C:14](=[N:15][CH:16]=[CH:17][C:18]=3[O:21][C:22]3[CH:28]=[CH:27][C:25]([NH2:26])=[CH:24][C:23]=3[F:29])[CH:13]=2)=[N:10][CH:11]=1.[F:30][C:31]1[CH:36]=[CH:35][C:34]([N:37]([CH3:44])[C:38](=[O:43])[CH2:39][C:40](O)=[O:41])=[CH:33][CH:32]=1. The catalyst is CN(C=O)C.O.C(O)(C(F)(F)F)=O. The product is [F:29][C:23]1[CH:24]=[C:25]([NH:26][C:40](=[O:41])[CH2:39][C:38]([N:37]([C:34]2[CH:35]=[CH:36][C:31]([F:30])=[CH:32][CH:33]=2)[CH3:44])=[O:43])[CH:27]=[CH:28][C:22]=1[O:21][C:18]1[CH:17]=[CH:16][N:15]=[C:14]2[CH:13]=[C:12]([C:9]3[CH:8]=[CH:7][C:6]([CH:2]=[O:3])=[CH:11][N:10]=3)[S:20][C:19]=12. The yield is 0.570. (7) The reactants are [N+:1]([C:4]1[CH:5]=[CH:6][C:7]2[O:12][C@:11]([CH3:18])([CH:13]([O:16][CH3:17])[O:14][CH3:15])[C@@H:10]3[O:19][C@@H:9]3[C:8]=2[CH:20]=1)([O-:3])=[O:2].[CH3:21][C:22]1[CH:27]=[CH:26][C:25]([NH:28][CH2:29][C:30]2[N:31]=[N:32][N:33]([CH3:35])[N:34]=2)=[CH:24][CH:23]=1. No catalyst specified. The product is [N+:1]([C:4]1[CH:5]=[CH:6][C:7]2[O:12][C@:11]([CH3:18])([CH:13]([O:16][CH3:17])[O:14][CH3:15])[C@H:10]([OH:19])[C@@H:9]([N:28]([C:25]3[CH:26]=[CH:27][C:22]([CH3:21])=[CH:23][CH:24]=3)[CH2:29][C:30]3[N:31]=[N:32][N:33]([CH3:35])[N:34]=3)[C:8]=2[CH:20]=1)([O-:3])=[O:2]. The yield is 0.750. (8) No catalyst specified. The reactants are [CH3:1][O:2][C:3]([CH:5]1[C:10]([CH3:12])([CH3:11])[S:9][CH2:8][CH2:7][N:6]1[S:13]([C:16]1[CH:21]=[CH:20][C:19]([OH:22])=[CH:18][CH:17]=1)(=[O:15])=[O:14])=[O:4].[C:23]1([C:29]#[C:30][CH2:31]O)[CH:28]=[CH:27][CH:26]=[CH:25][CH:24]=1. The yield is 0.550. The product is [CH3:11][C:10]1([CH3:12])[S:9][CH2:8][CH2:7][N:6]([S:13]([C:16]2[CH:17]=[CH:18][C:19]([O:22][CH2:31][C:30]#[C:29][C:23]3[CH:28]=[CH:27][CH:26]=[CH:25][CH:24]=3)=[CH:20][CH:21]=2)(=[O:15])=[O:14])[C@H:5]1[C:3]([O:2][CH3:1])=[O:4]. (9) The reactants are Br[C:2]1[CH:3]=[C:4]([C:7]([N:9]2[CH2:14][CH2:13][N:12]([C:15]([O:17][C:18]([CH3:21])([CH3:20])[CH3:19])=[O:16])[CH2:11][CH2:10]2)=[O:8])[NH:5][CH:6]=1.[Cl:22][C:23]1[CH:28]=[C:27]([Cl:29])[CH:26]=[CH:25][C:24]=1B(O)O.C([O-])([O-])=O.[Na+].[Na+]. The catalyst is O1CCOCC1.O.C1C=CC([P]([Pd]([P](C2C=CC=CC=2)(C2C=CC=CC=2)C2C=CC=CC=2)([P](C2C=CC=CC=2)(C2C=CC=CC=2)C2C=CC=CC=2)[P](C2C=CC=CC=2)(C2C=CC=CC=2)C2C=CC=CC=2)(C2C=CC=CC=2)C2C=CC=CC=2)=CC=1. The product is [Cl:22][C:23]1[CH:28]=[C:27]([Cl:29])[CH:26]=[CH:25][C:24]=1[C:2]1[CH:3]=[C:4]([C:7]([N:9]2[CH2:14][CH2:13][N:12]([C:15]([O:17][C:18]([CH3:21])([CH3:20])[CH3:19])=[O:16])[CH2:11][CH2:10]2)=[O:8])[NH:5][CH:6]=1. The yield is 0.590.